This data is from Full USPTO retrosynthesis dataset with 1.9M reactions from patents (1976-2016). The task is: Predict the reactants needed to synthesize the given product. (1) The reactants are: [CH3:1][O:2][CH2:3][CH2:4][CH2:5][CH2:6]/[C:7](/[C:13]1[CH:14]=[CH:15][C:16]([C:19]([F:22])([F:21])[F:20])=[CH:17][CH:18]=1)=[N:8]\[O:9][CH2:10][CH2:11][NH2:12].C(/C(O)=O)=C/C(O)=O.COCCCCC(=NO)C1C=CC(C(F)(F)F)=CC=1.Cl.ClCCN.[OH-].[K+]. Given the product [CH3:1][O:2][CH2:3][CH2:4][CH2:5][CH2:6]/[C:7](/[C:13]1[CH:14]=[CH:15][C:16]([C:19]([F:20])([F:22])[F:21])=[CH:17][CH:18]=1)=[N:8]\[O:9][CH2:10][CH2:11][NH2:12], predict the reactants needed to synthesize it. (2) Given the product [S:1]1[CH:5]=[CH:4][C:3]2[C:6]([N:10]3[CH2:15][CH2:14][N:13]([CH2:16][CH2:17][CH2:18][CH2:19][O:20][C:21]4[CH:30]=[C:29]5[C:24]([CH2:25][CH2:26][C:27](=[O:33])[N:28]5[CH2:31][O:32][C:39]([CH:34]5[CH2:38][CH2:37][CH2:36][CH2:35]5)=[O:40])=[CH:23][CH:22]=4)[CH2:12][CH2:11]3)=[CH:7][CH:8]=[CH:9][C:2]1=2, predict the reactants needed to synthesize it. The reactants are: [S:1]1[CH:5]=[CH:4][C:3]2[C:6]([N:10]3[CH2:15][CH2:14][N:13]([CH2:16][CH2:17][CH2:18][CH2:19][O:20][C:21]4[CH:30]=[C:29]5[C:24]([CH2:25][CH2:26][C:27](=[O:33])[N:28]5[CH2:31][OH:32])=[CH:23][CH:22]=4)[CH2:12][CH2:11]3)=[CH:7][CH:8]=[CH:9][C:2]1=2.[CH:34]1([C:39](O)=[O:40])[CH2:38][CH2:37][CH2:36][CH2:35]1.[Cl-].ClC1N(C)C=C[N+]=1C.C(N(CC)CC)C. (3) Given the product [C:20]([NH:1][C:2]1[CH:3]=[C:4]([CH:8]=[C:9]([N+:11]([O-:13])=[O:12])[CH:10]=1)[C:5]([O:7][CH3:15])=[O:6])(=[O:22])[CH3:21], predict the reactants needed to synthesize it. The reactants are: [NH2:1][C:2]1[CH:3]=[C:4]([CH:8]=[C:9]([N+:11]([O-:13])=[O:12])[CH:10]=1)[C:5]([OH:7])=[O:6].N1C=CC=C[CH:15]=1.[C:20](OC(=O)C)(=[O:22])[CH3:21].O. (4) Given the product [Cl:27][C:21]1[CH:22]=[C:23]([Cl:26])[CH:24]=[CH:25][C:20]=1[C:18]1[N:19]=[C:15]([CH2:14][C:11]2[CH:12]=[CH:13][C:8]([C:6]3[CH:5]=[CH:4][NH:3][C:2](=[O:42])[CH:7]=3)=[CH:9][CH:10]=2)[N:16]([C:28]2[CH:33]=[CH:32][C:31]([N+:34]([O-:36])=[O:35])=[CH:30][CH:29]=2)[CH:17]=1, predict the reactants needed to synthesize it. The reactants are: Cl[C:2]1[CH:7]=[C:6]([C:8]2[CH:13]=[CH:12][C:11]([CH2:14][C:15]3[N:16]([C:28]4[CH:33]=[CH:32][C:31]([N+:34]([O-:36])=[O:35])=[CH:30][CH:29]=4)[CH:17]=[C:18]([C:20]4[CH:25]=[CH:24][C:23]([Cl:26])=[CH:22][C:21]=4[Cl:27])[N:19]=3)=[CH:10][CH:9]=2)[CH:5]=[CH:4][N:3]=1.[OH-].[Na+].O.C([OH:42])C. (5) Given the product [C:2]([C:3]1[NH:15][C:6]2[C:5]([CH:4]=1)=[CH:10][C:9]([N+:11]([O-:13])=[O:12])=[C:8]([F:14])[CH:7]=2)([CH3:22])([CH3:21])[CH3:1], predict the reactants needed to synthesize it. The reactants are: [CH3:1][C:2]([CH3:22])([CH3:21])[C:3]#[C:4][C:5]1[CH:10]=[C:9]([N+:11]([O-:13])=[O:12])[C:8]([F:14])=[CH:7][C:6]=1[NH:15]C(=O)CCC.CCCC[N+](CCCC)(CCCC)CCCC.[F-].O. (6) Given the product [CH2:14]([C:12]1[O:13][C:9]2[CH:8]=[C:7]([C:16]([O:18][CH2:19][CH3:20])=[O:17])[CH:6]=[C:5]([OH:4])[C:10]=2[CH:11]=1)[CH3:15], predict the reactants needed to synthesize it. The reactants are: C([O:4][C:5]1[C:10]2[CH:11]=[C:12]([CH2:14][CH3:15])[O:13][C:9]=2[CH:8]=[C:7]([C:16]([O:18][CH2:19][CH3:20])=[O:17])[CH:6]=1)(=O)C.C([O-])([O-])=O.[K+].[K+].